Dataset: Peptide-MHC class II binding affinity with 134,281 pairs from IEDB. Task: Regression. Given a peptide amino acid sequence and an MHC pseudo amino acid sequence, predict their binding affinity value. This is MHC class II binding data. (1) The peptide sequence is GRGGWCYYAAAQKEV. The MHC is HLA-DQA10303-DQB10402 with pseudo-sequence HLA-DQA10303-DQB10402. The binding affinity (normalized) is 0.170. (2) The peptide sequence is RNLCFYSEESPTEYT. The MHC is DRB1_0101 with pseudo-sequence DRB1_0101. The binding affinity (normalized) is 0.445. (3) The peptide sequence is SMEYNCPNLSPREEP. The binding affinity (normalized) is 0. The MHC is HLA-DQA10103-DQB10603 with pseudo-sequence HLA-DQA10103-DQB10603.